This data is from Full USPTO retrosynthesis dataset with 1.9M reactions from patents (1976-2016). The task is: Predict the reactants needed to synthesize the given product. The reactants are: [NH2:1][C:2]1[CH:7]=[CH:6][C:5]([NH:8][C:9](=[S:21])[NH:10][C:11]2[CH:16]=[CH:15][C:14]([S:17]([NH2:20])(=[O:19])=[O:18])=[CH:13][CH:12]=2)=[CH:4][CH:3]=1.[I:22][C:23]1[CH:28]=[CH:27][CH:26]=[C:25]([N:29]=[C:30]=[S:31])[CH:24]=1. Given the product [I:22][C:23]1[CH:24]=[C:25]([NH:29][C:30](=[S:31])[NH:1][C:2]2[CH:3]=[CH:4][C:5]([NH:8][C:9](=[S:21])[NH:10][C:11]3[CH:16]=[CH:15][C:14]([S:17]([NH2:20])(=[O:18])=[O:19])=[CH:13][CH:12]=3)=[CH:6][CH:7]=2)[CH:26]=[CH:27][CH:28]=1, predict the reactants needed to synthesize it.